The task is: Predict the product of the given reaction.. This data is from Forward reaction prediction with 1.9M reactions from USPTO patents (1976-2016). (1) Given the reactants C(O[Na:6])(C)(C)C.[Cl:7][C:8]1[CH:9]=[CH:10][C:11]([O:27][CH2:28][C:29]2[CH:34]=[CH:33][C:32]([Cl:35])=[CH:31][C:30]=2[CH2:36][CH3:37])=[C:12]([CH:26]=1)[CH2:13][N:14]1[C:22]2[CH:21]=[CH:20][CH:19]=[C:18]([C:23]([OH:25])=[O:24])[C:17]=2[CH:16]=[CH:15]1, predict the reaction product. The product is: [Cl:7][C:8]1[CH:9]=[CH:10][C:11]([O:27][CH2:28][C:29]2[CH:34]=[CH:33][C:32]([Cl:35])=[CH:31][C:30]=2[CH2:36][CH3:37])=[C:12]([CH:26]=1)[CH2:13][N:14]1[C:22]2[CH:21]=[CH:20][CH:19]=[C:18]([C:23]([O-:25])=[O:24])[C:17]=2[CH:16]=[CH:15]1.[Na+:6]. (2) Given the reactants CC(OI1(OC(C)=O)(OC(C)=O)OC(=O)C2C1=CC=CC=2)=O.[OH:23][CH:24]([C:47]1[CH:52]=[CH:51][C:50]([O:53][C:54]([F:57])([F:56])[F:55])=[CH:49][CH:48]=1)[C:25]1[C:26]([C:41]2[CH:46]=[CH:45][CH:44]=[CH:43][CH:42]=2)=[C:27]2[C:32](=[CH:33][C:34]=1[CH:35]([CH3:37])[CH3:36])[O:31][C:30]([CH3:39])([CH3:38])[CH2:29][C:28]2=[O:40], predict the reaction product. The product is: [CH:35]([C:34]1[CH:33]=[C:32]2[C:27]([C:28](=[O:40])[CH2:29][C:30]([CH3:39])([CH3:38])[O:31]2)=[C:26]([C:41]2[CH:46]=[CH:45][CH:44]=[CH:43][CH:42]=2)[C:25]=1[C:24](=[O:23])[C:47]1[CH:48]=[CH:49][C:50]([O:53][C:54]([F:55])([F:56])[F:57])=[CH:51][CH:52]=1)([CH3:37])[CH3:36]. (3) Given the reactants [OH:1][CH2:2][C:3]1[N:7]([CH2:8][O:9][CH2:10][CH2:11][Si:12]([CH3:15])([CH3:14])[CH3:13])[CH:6]=[N:5][C:4]=1[C:16]1[CH:23]=[CH:22][C:19]([C:20]#[N:21])=[CH:18][CH:17]=1, predict the reaction product. The product is: [CH:2]([C:3]1[N:7]([CH2:8][O:9][CH2:10][CH2:11][Si:12]([CH3:15])([CH3:14])[CH3:13])[CH:6]=[N:5][C:4]=1[C:16]1[CH:23]=[CH:22][C:19]([C:20]#[N:21])=[CH:18][CH:17]=1)=[O:1]. (4) Given the reactants Cl.[CH3:2][C:3]1[CH:8]=[CH:7][CH:6]=[C:5]([CH3:9])[C:4]=1[NH:10][NH2:11].C(O[CH:15]=[C:16]([C:19]#[N:20])[C:17]#[N:18])C.C(N(CC)CC)C.C(OCC)C, predict the reaction product. The product is: [NH2:20][C:19]1[N:10]([C:4]2[C:5]([CH3:9])=[CH:6][CH:7]=[CH:8][C:3]=2[CH3:2])[N:11]=[CH:15][C:16]=1[C:17]#[N:18]. (5) Given the reactants [F:1][C:2]([F:24])([F:23])[C:3]1[CH:4]=[C:5]([CH:16]=[C:17]([C:19]([F:22])([F:21])[F:20])[CH:18]=1)[CH2:6][N:7]1[C:11]([Cl:12])=[C:10]([C:13]([OH:15])=O)[N:9]=[N:8]1.C(Cl)(=O)C(Cl)=O.[CH3:31][NH:32][C:33]1[CH:38]=[CH:37][CH:36]=[CH:35][C:34]=1[Cl:39], predict the reaction product. The product is: [Cl:39][C:34]1[CH:35]=[CH:36][CH:37]=[CH:38][C:33]=1[N:32]([CH3:31])[C:13]([C:10]1[N:9]=[N:8][N:7]([CH2:6][C:5]2[CH:4]=[C:3]([C:2]([F:24])([F:23])[F:1])[CH:18]=[C:17]([C:19]([F:21])([F:22])[F:20])[CH:16]=2)[C:11]=1[Cl:12])=[O:15]. (6) Given the reactants C[O:2][C:3]([C:5]1[N:6]=[C:7]([CH3:18])[O:8][C:9]=1[C:10]1[CH:15]=[CH:14][C:13]([CH3:16])=[C:12]([CH3:17])[CH:11]=1)=[O:4].COC(C1N=C(N(C)C)SC=1C1C=CC=C(OC)C=1)=O, predict the reaction product. The product is: [CH3:17][C:12]1[CH:11]=[C:10]([C:9]2[O:8][C:7]([CH3:18])=[N:6][C:5]=2[C:3]([OH:4])=[O:2])[CH:15]=[CH:14][C:13]=1[CH3:16].